Dataset: NCI-60 drug combinations with 297,098 pairs across 59 cell lines. Task: Regression. Given two drug SMILES strings and cell line genomic features, predict the synergy score measuring deviation from expected non-interaction effect. (1) Cell line: NCI-H322M. Synergy scores: CSS=-0.661, Synergy_ZIP=3.14, Synergy_Bliss=3.46, Synergy_Loewe=-0.739, Synergy_HSA=0.260. Drug 2: C1=C(C(=O)NC(=O)N1)N(CCCl)CCCl. Drug 1: CN(C)N=NC1=C(NC=N1)C(=O)N. (2) Drug 1: CC1CCC2CC(C(=CC=CC=CC(CC(C(=O)C(C(C(=CC(C(=O)CC(OC(=O)C3CCCCN3C(=O)C(=O)C1(O2)O)C(C)CC4CCC(C(C4)OC)OP(=O)(C)C)C)C)O)OC)C)C)C)OC. Drug 2: CCC1=C2CN3C(=CC4=C(C3=O)COC(=O)C4(CC)O)C2=NC5=C1C=C(C=C5)O. Cell line: T-47D. Synergy scores: CSS=26.4, Synergy_ZIP=-9.14, Synergy_Bliss=-3.87, Synergy_Loewe=-4.20, Synergy_HSA=-0.995.